The task is: Predict the reaction yield, written as a fraction of the theoretical maximum amount of product (1.0 means a 100% yield; for example, 0.34 means a 34% yield).. This data is from Reaction yield outcomes from USPTO patents with 853,638 reactions. The reactants are [OH-].[Na+].C[O:4][C:5]([C:7]1([C:12]2[CH:17]=[CH:16][C:15]([NH:18][C:19]3[C:24]4[CH2:25][CH2:26][CH2:27][C:23]=4[N:22]=[C:21]([CH:28]4[CH2:32][CH2:31][CH2:30][CH2:29]4)[N:20]=3)=[CH:14][CH:13]=2)[CH2:11][CH2:10][CH2:9][CH2:8]1)=[O:6]. The catalyst is O.CO. The product is [CH:28]1([C:21]2[N:20]=[C:19]([NH:18][C:15]3[CH:14]=[CH:13][C:12]([C:7]4([C:5]([OH:6])=[O:4])[CH2:11][CH2:10][CH2:9][CH2:8]4)=[CH:17][CH:16]=3)[C:24]3[CH2:25][CH2:26][CH2:27][C:23]=3[N:22]=2)[CH2:29][CH2:30][CH2:31][CH2:32]1. The yield is 0.940.